Predict the reaction yield, written as a fraction of the theoretical maximum amount of product (1.0 means a 100% yield; for example, 0.34 means a 34% yield). From a dataset of Reaction yield outcomes from USPTO patents with 853,638 reactions. (1) The reactants are [NH2:1][C:2]1[N:7]=[C:6]([NH:8][C:9]2[CH:10]=[CH:11][C:12]([NH:15]C(=O)C)=[N:13][CH:14]=2)[CH:5]=[C:4]([CH3:19])[N:3]=1.Cl.O. The catalyst is O1CCOCC1.CO. The product is [NH2:15][C:12]1[N:13]=[CH:14][C:9]([NH:8][C:6]2[CH:5]=[C:4]([CH3:19])[N:3]=[C:2]([NH2:1])[N:7]=2)=[CH:10][CH:11]=1. The yield is 0.990. (2) The reactants are [Cl:1][C:2]1[CH:3]=[C:4]([NH:8][C:9]2[N:14]=[CH:13][C:12]([CH2:15][OH:16])=[C:11]([CH:17]3[CH2:19][CH2:18]3)[CH:10]=2)[CH:5]=[CH:6][CH:7]=1.ClC1C=C(NC2C=C(C(C)C)C(C(O)=O)=CN=2)C=CC=1. No catalyst specified. The product is [Cl:1][C:2]1[CH:3]=[C:4]([NH:8][C:9]2[N:14]=[CH:13][C:12]([CH2:15][OH:16])=[C:11]([CH:17]([CH3:19])[CH3:18])[CH:10]=2)[CH:5]=[CH:6][CH:7]=1. The yield is 0.970. (3) The reactants are Cl.[Cl:2][CH2:3][CH2:4][N:5]1[CH2:9][CH2:8][CH2:7][CH2:6]1.[CH2:10]([O:17][C:18]1[CH:23]=[CH:22][N:21]([C:24]2[CH:32]=[C:31]3[C:27]([C:28]4[CH2:37][CH2:36][NH:35][CH2:34][C:29]=4[N:30]3[CH3:33])=[CH:26][CH:25]=2)[C:20](=[O:38])[CH:19]=1)[C:11]1[CH:16]=[CH:15][CH:14]=[CH:13][CH:12]=1.C(N(C(C)C)CC)(C)C. The catalyst is CCO. The product is [ClH:2].[CH2:10]([O:17][C:18]1[CH:23]=[CH:22][N:21]([C:24]2[CH:32]=[C:31]3[C:27]([C:28]4[CH2:37][CH2:36][N:35]([CH2:3][CH2:4][N:5]5[CH2:9][CH2:8][CH2:7][CH2:6]5)[CH2:34][C:29]=4[N:30]3[CH3:33])=[CH:26][CH:25]=2)[C:20](=[O:38])[CH:19]=1)[C:11]1[CH:12]=[CH:13][CH:14]=[CH:15][CH:16]=1. The yield is 0.0700. (4) The reactants are [F:1][C:2]1[CH:7]=[CH:6][C:5]([C@:8]2([CH2:31][C:32]([OH:34])=[O:33])[O:13][C:12](=[O:14])[N:11]([C@H:15]([C:17]3[CH:22]=[CH:21][C:20]([C:23]4[CH:28]=[CH:27][C:26](=[O:29])[N:25]([CH3:30])[CH:24]=4)=[CH:19][CH:18]=3)[CH3:16])[CH2:10][CH2:9]2)=[CH:4][CH:3]=1.O=S(Cl)Cl.[CH3:39]O. No catalyst specified. The product is [F:1][C:2]1[CH:7]=[CH:6][C:5]([C@:8]2([CH2:31][C:32]([O:34][CH3:39])=[O:33])[O:13][C:12](=[O:14])[N:11]([C@H:15]([C:17]3[CH:22]=[CH:21][C:20]([C:23]4[CH:28]=[CH:27][C:26](=[O:29])[N:25]([CH3:30])[CH:24]=4)=[CH:19][CH:18]=3)[CH3:16])[CH2:10][CH2:9]2)=[CH:4][CH:3]=1. The yield is 0.435. (5) The reactants are [Cl:1][C:2]1[CH:30]=[CH:29][C:5]([CH2:6][C:7]2[N:8]=[C:9]([C:17]3[C:18]([CH3:28])=[N:19][N:20]4[CH:25]=[CH:24][C:23]([CH2:26][NH2:27])=[CH:22][C:21]=34)[S:10][C:11]=2[C:12]2[NH:16][CH:15]=[N:14][N:13]=2)=[CH:4][CH:3]=1.[N:31]1[CH:36]=[CH:35][N:34]=[CH:33][C:32]=1[C:37](Cl)=[O:38].C(N(CC)C(C)C)(C)C. The catalyst is C(Cl)Cl.CN(C)C=O. The product is [Cl:1][C:2]1[CH:3]=[CH:4][C:5]([CH2:6][C:7]2[N:8]=[C:9]([C:17]3[C:18]([CH3:28])=[N:19][N:20]4[CH:25]=[CH:24][C:23]([CH2:26][NH:27][C:37]([C:32]5[CH:33]=[N:34][CH:35]=[CH:36][N:31]=5)=[O:38])=[CH:22][C:21]=34)[S:10][C:11]=2[C:12]2[NH:16][CH:15]=[N:14][N:13]=2)=[CH:29][CH:30]=1. The yield is 0.0300. (6) The reactants are [F:1][C:2]1[C:7]([F:8])=[CH:6][CH:5]=[C:4]([N+:9]([O-])=O)[C:3]=1[NH:12][C:13]1[C:21]2[O:20][CH2:19][C@@H:18]([N:22]([C:37](=[O:42])[C:38]([F:41])([F:40])[F:39])[C:23]3[CH:36]=[CH:35][C:26]4[C@H:27]([CH2:30][C:31]([O:33][CH3:34])=[O:32])[CH2:28][O:29][C:25]=4[CH:24]=3)[C:17]=2[CH:16]=[CH:15][CH:14]=1. The catalyst is CO.O1CCCC1.[C].[Pd]. The product is [NH2:9][C:4]1[C:3]([NH:12][C:13]2[C:21]3[O:20][CH2:19][C@@H:18]([N:22]([C:37](=[O:42])[C:38]([F:41])([F:40])[F:39])[C:23]4[CH:36]=[CH:35][C:26]5[C@H:27]([CH2:30][C:31]([O:33][CH3:34])=[O:32])[CH2:28][O:29][C:25]=5[CH:24]=4)[C:17]=3[CH:16]=[CH:15][CH:14]=2)=[C:2]([F:1])[C:7]([F:8])=[CH:6][CH:5]=1. The yield is 0.880.